From a dataset of NCI-60 drug combinations with 297,098 pairs across 59 cell lines. Regression. Given two drug SMILES strings and cell line genomic features, predict the synergy score measuring deviation from expected non-interaction effect. (1) Drug 1: C1=NC2=C(N1)C(=S)N=C(N2)N. Drug 2: CS(=O)(=O)CCNCC1=CC=C(O1)C2=CC3=C(C=C2)N=CN=C3NC4=CC(=C(C=C4)OCC5=CC(=CC=C5)F)Cl. Cell line: A498. Synergy scores: CSS=17.6, Synergy_ZIP=-2.63, Synergy_Bliss=0.681, Synergy_Loewe=-1.90, Synergy_HSA=-0.200. (2) Drug 1: CC(CN1CC(=O)NC(=O)C1)N2CC(=O)NC(=O)C2. Drug 2: C1C(C(OC1N2C=NC3=C2NC=NCC3O)CO)O. Cell line: 786-0. Synergy scores: CSS=17.2, Synergy_ZIP=-3.94, Synergy_Bliss=-0.947, Synergy_Loewe=0.227, Synergy_HSA=0.764. (3) Drug 1: CC(C1=C(C=CC(=C1Cl)F)Cl)OC2=C(N=CC(=C2)C3=CN(N=C3)C4CCNCC4)N. Drug 2: C1C(C(OC1N2C=NC3=C(N=C(N=C32)Cl)N)CO)O. Cell line: HOP-62. Synergy scores: CSS=-2.28, Synergy_ZIP=-1.64, Synergy_Bliss=-1.76, Synergy_Loewe=-8.11, Synergy_HSA=-4.38.